This data is from Catalyst prediction with 721,799 reactions and 888 catalyst types from USPTO. The task is: Predict which catalyst facilitates the given reaction. (1) Reactant: [Cl:1][C:2]1[CH:10]=[CH:9][C:8]([C:11]2[N:12]([C:22]([O:24][C:25]([CH3:28])([CH3:27])[CH3:26])=[O:23])[C:13]3[C:18]([CH:19]=2)=[CH:17][C:16]([CH:20]=O)=[CH:15][CH:14]=3)=[C:7]2[C:3]=1[CH2:4][NH:5][C:6]2=[O:29].[N:30]1[CH:35]=[CH:34][CH:33]=[CH:32][C:31]=1[N:36]1[CH2:41][CH2:40][NH:39][CH2:38][CH2:37]1.C(O[BH-](OC(=O)C)OC(=O)C)(=O)C.[Na+]. Product: [Cl:1][C:2]1[CH:10]=[CH:9][C:8]([C:11]2[N:12]([C:22]([O:24][C:25]([CH3:26])([CH3:27])[CH3:28])=[O:23])[C:13]3[C:18]([CH:19]=2)=[CH:17][C:16]([CH2:20][N:39]2[CH2:40][CH2:41][N:36]([C:31]4[CH:32]=[CH:33][CH:34]=[CH:35][N:30]=4)[CH2:37][CH2:38]2)=[CH:15][CH:14]=3)=[C:7]2[C:3]=1[CH2:4][NH:5][C:6]2=[O:29]. The catalyst class is: 4. (2) Reactant: [CH2:1]([C:8]1[C:16]2[C:11](=[CH:12][CH:13]=[C:14]([C:17]3[CH:22]=[CH:21][C:20]([O:23]C)=[CH:19][CH:18]=3)[CH:15]=2)[N:10]([CH3:25])[C:9]=1[CH3:26])[C:2]1[CH:7]=[CH:6][CH:5]=[CH:4][CH:3]=1.B(Br)(Br)Br. Product: [CH2:1]([C:8]1[C:16]2[C:11](=[CH:12][CH:13]=[C:14]([C:17]3[CH:18]=[CH:19][C:20]([OH:23])=[CH:21][CH:22]=3)[CH:15]=2)[N:10]([CH3:25])[C:9]=1[CH3:26])[C:2]1[CH:3]=[CH:4][CH:5]=[CH:6][CH:7]=1. The catalyst class is: 2. (3) Reactant: C([O:8][C:9]1[CH:14]=[CH:13][C:12]([O:15][CH2:16][O:17][CH3:18])=[CH:11][C:10]=1[CH2:19][C:20]#[N:21])C1C=CC=CC=1. Product: [OH:8][C:9]1[CH:14]=[CH:13][C:12]([O:15][CH2:16][O:17][CH3:18])=[CH:11][C:10]=1[CH2:19][C:20]#[N:21]. The catalyst class is: 481. (4) Reactant: [C:1]([NH:4][CH2:5][C:6]1[CH:7]=[C:8]2[C:13](=[CH:14][CH:15]=1)[N:12]([CH:16]1[CH2:21][CH2:20][N:19](C(OCC3C=CC=CC=3)=O)[CH2:18][CH2:17]1)[C:11](=[O:32])[N:10]([CH2:33][C:34]1[CH:39]=[CH:38][C:37]([O:40][CH3:41])=[C:36]([O:42][CH3:43])[CH:35]=1)[C:9]2=[O:44])(=[O:3])[CH3:2].C([O-])=O.[NH4+]. Product: [CH3:43][O:42][C:36]1[CH:35]=[C:34]([CH:39]=[CH:38][C:37]=1[O:40][CH3:41])[CH2:33][N:10]1[C:9](=[O:44])[C:8]2[C:13](=[CH:14][CH:15]=[C:6]([CH2:5][NH:4][C:1](=[O:3])[CH3:2])[CH:7]=2)[N:12]([CH:16]2[CH2:21][CH2:20][NH:19][CH2:18][CH2:17]2)[C:11]1=[O:32]. The catalyst class is: 50. (5) Reactant: [Br:1][C:2]1[CH:7]=[C:6](F)[CH:5]=[CH:4][N:3]=1.[F:9][C:10]1([F:15])[CH2:13][CH:12]([OH:14])[CH2:11]1.C([O-])([O-])=O.[Cs+].[Cs+]. Product: [Br:1][C:2]1[CH:7]=[C:6]([O:14][CH:12]2[CH2:13][C:10]([F:15])([F:9])[CH2:11]2)[CH:5]=[CH:4][N:3]=1. The catalyst class is: 3. (6) Reactant: [C:1]([C:3]1[C:4](=[O:20])[NH:5][C:6](=[O:19])[N:7]([C:9]2[CH:10]=[C:11]([NH:15][C:16](=[O:18])[CH3:17])[CH:12]=[CH:13][CH:14]=2)[N:8]=1)#[N:2].[Cl:21][C:22]1[CH:29]=[CH:28][C:25]([CH2:26]Br)=[CH:24][CH:23]=1.C(=O)([O-])[O-].[K+].[K+].O. Product: [Cl:21][C:22]1[CH:29]=[CH:28][C:25]([CH2:26][N:5]2[C:4](=[O:20])[C:3]([C:1]#[N:2])=[N:8][N:7]([C:9]3[CH:10]=[C:11]([NH:15][C:16](=[O:18])[CH3:17])[CH:12]=[CH:13][CH:14]=3)[C:6]2=[O:19])=[CH:24][CH:23]=1. The catalyst class is: 23. (7) Reactant: [CH3:1][C:2]1[C:7]([CH3:9])([CH3:8])[C:6](=[O:10])[CH2:5][C:4]([CH3:12])([CH3:11])[C:3]=1[C:13]([O:15][CH3:16])=[O:14].[Li+].[CH3:18]C([N-]C(C)C)C.[Li]CCCC.N(C(C)C)C(C)C.CI.[NH4+].[Cl-]. Product: [CH3:1][C:2]1[C:7]([CH3:8])([CH3:9])[C:6](=[O:10])[CH:5]([CH3:18])[C:4]([CH3:11])([CH3:12])[C:3]=1[C:13]([O:15][CH3:16])=[O:14]. The catalyst class is: 1.